Dataset: Forward reaction prediction with 1.9M reactions from USPTO patents (1976-2016). Task: Predict the product of the given reaction. Given the reactants [Cl:1][C:2]1[C:3]([C:46](=[O:56])[N:47]([CH2:52][CH2:53][CH2:54][CH3:55])[CH2:48][CH2:49][CH2:50][CH3:51])=[N:4][N:5]([C:8]2[CH:29]=[CH:28][C:27]([C:30](=[O:45])[NH:31][S:32]([C:35]3[CH:44]=[CH:43][C:42]4[C:37](=[CH:38][CH:39]=[CH:40][CH:41]=4)[CH:36]=3)(=[O:34])=[O:33])=[CH:26][C:9]=2[C:10](N2[C@@H](C(OC)=O)CC3C(=CC=CC=3)C2)=[O:11])[C:6]=1[CH3:7].ClC1C(C(=O)N(CCCC)CCCC)=NN(C2C=CC(C(=O)NS(C3C=CC4C(=CC=CC=4)C=3)(=O)=O)=CC=2C(O)=O)C=1C.[CH3:100][C:101]1([CH3:111])[C:110]2[C:105](=[CH:106][CH:107]=[CH:108][CH:109]=2)[CH2:104][NH:103][CH2:102]1, predict the reaction product. The product is: [CH2:52]([N:47]([CH2:48][CH2:49][CH2:50][CH3:51])[C:46]([C:3]1[C:2]([Cl:1])=[C:6]([CH3:7])[N:5]([C:8]2[CH:29]=[CH:28][C:27]([C:30](=[O:45])[NH:31][S:32]([C:35]3[CH:44]=[CH:43][C:42]4[C:37](=[CH:38][CH:39]=[CH:40][CH:41]=4)[CH:36]=3)(=[O:33])=[O:34])=[CH:26][C:9]=2[C:10]([N:103]2[CH2:102][C:101]([CH3:111])([CH3:100])[C:110]3[C:105](=[CH:106][CH:107]=[CH:108][CH:109]=3)[CH2:104]2)=[O:11])[N:4]=1)=[O:56])[CH2:53][CH2:54][CH3:55].